From a dataset of Reaction yield outcomes from USPTO patents with 853,638 reactions. Predict the reaction yield, written as a fraction of the theoretical maximum amount of product (1.0 means a 100% yield; for example, 0.34 means a 34% yield). The reactants are [CH:1]1([N:5]2[CH2:8][CH:7]([CH2:9][O:10][C:11]3[CH:16]=[CH:15][C:14]([C:17]4([CH2:23][NH2:24])[CH2:22][CH2:21][O:20][CH2:19][CH2:18]4)=[CH:13][CH:12]=3)[CH2:6]2)[CH2:4][CH2:3][CH2:2]1.Br[C:26]1[CH:31]=[CH:30][CH:29]=[CH:28][N:27]=1.C1(P(C2C=CC=CC=2)C2C=CC3C(=CC=CC=3)C=2C2C3C(=CC=CC=3)C=CC=2P(C2C=CC=CC=2)C2C=CC=CC=2)C=CC=CC=1.CC(C)([O-])C.[Na+]. The catalyst is C1(C)C=CC=CC=1.O.C(Cl)Cl.C1C=CC(/C=C/C(/C=C/C2C=CC=CC=2)=O)=CC=1.C1C=CC(/C=C/C(/C=C/C2C=CC=CC=2)=O)=CC=1.C1C=CC(/C=C/C(/C=C/C2C=CC=CC=2)=O)=CC=1.[Pd].[Pd]. The product is [CH:1]1([N:5]2[CH2:8][CH:7]([CH2:9][O:10][C:11]3[CH:16]=[CH:15][C:14]([C:17]4([CH2:23][NH:24][C:26]5[CH:31]=[CH:30][CH:29]=[CH:28][N:27]=5)[CH2:22][CH2:21][O:20][CH2:19][CH2:18]4)=[CH:13][CH:12]=3)[CH2:6]2)[CH2:4][CH2:3][CH2:2]1. The yield is 0.0700.